From a dataset of Full USPTO retrosynthesis dataset with 1.9M reactions from patents (1976-2016). Predict the reactants needed to synthesize the given product. (1) Given the product [C:37]([C:39]1[CH:47]=[CH:46][C:42]([C:43]([NH:26][C:19]2[C:20]([C:22]([F:25])([F:23])[F:24])=[N:21][C:16]([O:15][CH2:14][C:13]3[C:9]([C:3]4[C:2]([Cl:1])=[CH:7][CH:6]=[CH:5][C:4]=4[Cl:8])=[N:10][O:11][C:12]=3[CH:27]([CH3:29])[CH3:28])=[CH:17][CH:18]=2)=[O:44])=[CH:41][CH:40]=1)#[N:38], predict the reactants needed to synthesize it. The reactants are: [Cl:1][C:2]1[CH:7]=[CH:6][CH:5]=[C:4]([Cl:8])[C:3]=1[C:9]1[C:13]([CH2:14][O:15][C:16]2[N:21]=[C:20]([C:22]([F:25])([F:24])[F:23])[C:19]([NH2:26])=[CH:18][CH:17]=2)=[C:12]([CH:27]([CH3:29])[CH3:28])[O:11][N:10]=1.C(N(CC)CC)C.[C:37]([C:39]1[CH:47]=[CH:46][C:42]([C:43](Cl)=[O:44])=[CH:41][CH:40]=1)#[N:38]. (2) The reactants are: [CH:1]1([S:4]([C:7]2[CH:12]=[CH:11][C:10]([CH:13]([CH2:33][CH:34]3[CH2:39][CH2:38][O:37][CH2:36][CH2:35]3)[C:14](=O)[CH2:15][CH2:16][C:17]([C:19]3[S:20][C:21]([C:24]([OH:31])([CH3:30])[CH:25]([O:28][CH3:29])[O:26][CH3:27])=[CH:22][N:23]=3)=O)=[CH:9][CH:8]=2)(=[O:6])=[O:5])[CH2:3][CH2:2]1.C([O-])(=O)C.[NH4+:44].[OH-].[Na+]. Given the product [CH:1]1([S:4]([C:7]2[CH:12]=[CH:11][C:10]([CH:13]([C:14]3[NH:44][C:17]([C:19]4[S:20][C:21]([C:24]([OH:31])([CH3:30])[CH:25]([O:28][CH3:29])[O:26][CH3:27])=[CH:22][N:23]=4)=[CH:16][CH:15]=3)[CH2:33][CH:34]3[CH2:39][CH2:38][O:37][CH2:36][CH2:35]3)=[CH:9][CH:8]=2)(=[O:5])=[O:6])[CH2:3][CH2:2]1, predict the reactants needed to synthesize it.